This data is from Reaction yield outcomes from USPTO patents with 853,638 reactions. The task is: Predict the reaction yield, written as a fraction of the theoretical maximum amount of product (1.0 means a 100% yield; for example, 0.34 means a 34% yield). (1) The reactants are [C:1](Cl)([C:14]1[CH:19]=[CH:18][CH:17]=[CH:16][CH:15]=1)([C:8]1[CH:13]=[CH:12][CH:11]=[CH:10][CH:9]=1)[C:2]1[CH:7]=[CH:6][CH:5]=[CH:4][CH:3]=1.[NH:21]1[CH:25]=[CH:24][N:23]=[CH:22]1.C(N(CC)CC)C. The catalyst is C(Cl)Cl. The product is [C:1]([N:21]1[CH:25]=[CH:24][N:23]=[CH:22]1)([C:14]1[CH:19]=[CH:18][CH:17]=[CH:16][CH:15]=1)([C:8]1[CH:13]=[CH:12][CH:11]=[CH:10][CH:9]=1)[C:2]1[CH:7]=[CH:6][CH:5]=[CH:4][CH:3]=1. The yield is 0.900. (2) The reactants are [C:1]([C:3]1[CH:8]=[CH:7][CH:6]=[CH:5][C:4]=1[C:9]1[CH:14]=[CH:13][C:12]([CH2:15][CH:16]([C:22](=O)[CH2:23][CH2:24][CH3:25])[C:17](OCC)=[O:18])=[CH:11][CH:10]=1)#[N:2].[CH3:27][O:28][CH:29]1[CH2:34][CH2:33][CH2:32][CH2:31][CH:30]1[NH:35][C:36]1[NH:40][C:39]([CH3:41])=[N:38][N:37]=1. No catalyst specified. The product is [CH3:27][O:28][CH:29]1[CH2:34][CH2:33][CH2:32][CH2:31][CH:30]1[N:35]1[C:17](=[O:18])[C:16]([CH2:15][C:12]2[CH:13]=[CH:14][C:9]([C:4]3[C:3]([C:1]#[N:2])=[CH:8][CH:7]=[CH:6][CH:5]=3)=[CH:10][CH:11]=2)=[C:22]([CH2:23][CH2:24][CH3:25])[N:37]2[N:38]=[C:39]([CH3:41])[N:40]=[C:36]12. The yield is 0.460.